This data is from Reaction yield outcomes from USPTO patents with 853,638 reactions. The task is: Predict the reaction yield, written as a fraction of the theoretical maximum amount of product (1.0 means a 100% yield; for example, 0.34 means a 34% yield). (1) No catalyst specified. The reactants are [NH2:1][C:2]1[C:17]([O:18][CH3:19])=[CH:16][C:5]2[CH2:6][CH2:7][N:8]([CH2:11][C:12]([CH3:15])([OH:14])[CH3:13])[CH2:9][CH2:10][C:4]=2[CH:3]=1.Cl[C:21]1[N:26]=[C:25]([NH:27][C:28]2[CH:33]=[CH:32][CH:31]=[CH:30][C:29]=2[S:34]([N:37]([CH3:39])[CH3:38])(=[O:36])=[O:35])[C:24]([Cl:40])=[CH:23][N:22]=1. The yield is 0.530. The product is [Cl:40][C:24]1[C:25]([NH:27][C:28]2[CH:33]=[CH:32][CH:31]=[CH:30][C:29]=2[S:34]([N:37]([CH3:39])[CH3:38])(=[O:36])=[O:35])=[N:26][C:21]([NH:1][C:2]2[C:17]([O:18][CH3:19])=[CH:16][C:5]3[CH2:6][CH2:7][N:8]([CH2:11][C:12]([OH:14])([CH3:15])[CH3:13])[CH2:9][CH2:10][C:4]=3[CH:3]=2)=[N:22][CH:23]=1. (2) The yield is 0.250. The product is [Cl:1][C:2]1[CH:7]=[CH:6][C:5]([NH:8][C:9]([N:11]2[CH2:12][CH2:13][CH2:14][CH2:15]2)=[O:10])=[CH:4][C:3]=1[C:16]1[N:17]=[C:18]2[N:23]=[CH:22][C:21]([NH:24][C:25](=[O:30])[O:26][CH:27]([CH3:28])[CH3:29])=[CH:20][N:19]2[C:31]=1[F:33]. The reactants are [Cl:1][C:2]1[CH:7]=[CH:6][C:5]([NH:8][C:9]([N:11]2[CH2:15][CH2:14][CH2:13][CH2:12]2)=[O:10])=[CH:4][C:3]=1[C:16]1[N:17]=[C:18]2[N:23]=[CH:22][C:21]([NH:24][C:25](=[O:30])[O:26][CH:27]([CH3:29])[CH3:28])=[CH:20][N:19]2[CH:31]=1.[B-](F)(F)(F)[F:33].[B-](F)(F)(F)F.C1[N+]2(CCl)CC[N+](F)(CC2)C1. The catalyst is C(Cl)(Cl)Cl. (3) The reactants are [C:1]([O:5][C:6]([N:8]1[CH2:13][CH2:12][CH:11]([CH2:14][CH2:15][C:16]([N:18]2[CH2:23][CH2:22][CH2:21][C@@H:20]([C:24](=[O:42])[NH:25][C@H:26]([C:35]3[CH:40]=[CH:39][C:38]([OH:41])=[CH:37][CH:36]=3)[CH2:27][C:28]([O:30][C:31]([CH3:34])([CH3:33])[CH3:32])=[O:29])[CH2:19]2)=[O:17])[CH2:10][CH2:9]1)=[O:7])([CH3:4])([CH3:3])[CH3:2].C(=O)([O-])[O-].[Cs+].[Cs+].[C:49]1([CH3:72])[CH:54]=[CH:53][C:52]([S:55]([O:58][CH2:59][CH2:60]OS(C2C=CC(C)=CC=2)(=O)=O)(=[O:57])=[O:56])=[CH:51][CH:50]=1. The catalyst is CN(C)C=O. The product is [C:31]([O:30][C:28](=[O:29])[CH2:27][C@H:26]([NH:25][C:24]([C@@H:20]1[CH2:21][CH2:22][CH2:23][N:18]([C:16](=[O:17])[CH2:15][CH2:14][CH:11]2[CH2:10][CH2:9][N:8]([C:6]([O:5][C:1]([CH3:2])([CH3:3])[CH3:4])=[O:7])[CH2:13][CH2:12]2)[CH2:19]1)=[O:42])[C:35]1[CH:40]=[CH:39][C:38]([O:41][CH2:60][CH2:59][O:58][S:55]([C:52]2[CH:53]=[CH:54][C:49]([CH3:72])=[CH:50][CH:51]=2)(=[O:57])=[O:56])=[CH:37][CH:36]=1)([CH3:32])([CH3:33])[CH3:34]. The yield is 0.630. (4) The reactants are [NH2:1][CH:2]([C:8]1[C:13]([Cl:14])=[CH:12][C:11]([Br:15])=[CH:10][N:9]=1)C(OCC)=O. The catalyst is Cl. The product is [ClH:14].[Br:15][C:11]1[CH:12]=[C:13]([Cl:14])[C:8]([CH2:2][NH2:1])=[N:9][CH:10]=1. The yield is 0.650.